Dataset: Experimentally validated miRNA-target interactions with 360,000+ pairs, plus equal number of negative samples. Task: Binary Classification. Given a miRNA mature sequence and a target amino acid sequence, predict their likelihood of interaction. The miRNA is rno-miR-133a-3p with sequence UUUGGUCCCCUUCAACCAGCUG. The protein sequence of the target gene is MYPSNKKKKVWREEKERLLKMTLEERRKEYLRDYIPLNSILSWKEEMKGKGQNDEENTQETSQVKKSLTEKVSLYRGDITLLEVDAIVNAANASLLGGGGVDGCIHRAAGPCLLAECRNLNGCDTGHAKITCGYDLPAKYVIHTVGPIARGHINGSHKEDLANCYKSSLKLVKENNIRSVAFPCISTGIYGFPNEPAAVIALNTIKEWLAKNHHEVDRIIFCVFLEVDFKIYKKKMNEFFSVDDNNEEEEDVEMKEDSDENGPEEKQSVEEMEEQSQDADGVNTVTVPGPASEEAVEDCK.... Result: 0 (no interaction).